From a dataset of Forward reaction prediction with 1.9M reactions from USPTO patents (1976-2016). Predict the product of the given reaction. (1) Given the reactants C(OC(=O)[NH:7][CH2:8][C:9]1[CH:14]=[CH:13][CH:12]=[C:11]([CH:15]2[CH2:20][CH2:19][N:18]([C:21]([C:23]3[C:31]4[C:26](=[C:27]([CH3:32])[CH:28]=[CH:29][CH:30]=4)[N:25]([CH2:33][CH2:34][N:35]4[CH2:40][CH2:39][O:38][CH2:37][CH2:36]4)[CH:24]=3)=[O:22])[CH2:17][CH2:16]2)[CH:10]=1)(C)(C)C.[ClH:42].O1CCOCC1, predict the reaction product. The product is: [ClH:42].[NH2:7][CH2:8][C:9]1[CH:10]=[C:11]([CH:15]2[CH2:20][CH2:19][N:18]([C:21]([C:23]3[C:31]4[C:26](=[C:27]([CH3:32])[CH:28]=[CH:29][CH:30]=4)[N:25]([CH2:33][CH2:34][N:35]4[CH2:40][CH2:39][O:38][CH2:37][CH2:36]4)[CH:24]=3)=[O:22])[CH2:17][CH2:16]2)[CH:12]=[CH:13][CH:14]=1. (2) Given the reactants FC1C=CC2N(C(CC3N(C)C=CN=3)=C(C3C=CC(F)=CC=3)N=2)C=1.[Cl:25][C:26]1[CH:27]=[CH:28][C:29]2[N:30]([C:32]([CH:41]=O)=[C:33]([C:35]3[CH:40]=[CH:39][CH:38]=[CH:37][CH:36]=3)[N:34]=2)[CH:31]=1.[CH3:43][C:44]1[O:45][CH:46]=[N:47][N:48]=1, predict the reaction product. The product is: [Cl:25][C:26]1[CH:27]=[CH:28][C:29]2[N:30]([C:32]([CH2:41][C:46]3[O:45][C:44]([CH3:43])=[N:48][N:47]=3)=[C:33]([C:35]3[CH:36]=[CH:37][CH:38]=[CH:39][CH:40]=3)[N:34]=2)[CH:31]=1. (3) Given the reactants [Cl:1][C:2]1[CH:7]=[CH:6][C:5]([CH:8]2[CH2:13][C:12](=[O:14])[NH:11][C:10]([CH3:15])=[C:9]2[C:16]([NH:18][C:19]2[CH:20]=[C:21]3[C:25](=[CH:26][CH:27]=2)[NH:24][N:23]=[C:22]3[CH3:28])=[O:17])=[CH:4][C:3]=1[O:29]C.B(Cl)(Cl)Cl, predict the reaction product. The product is: [Cl:1][C:2]1[CH:7]=[CH:6][C:5]([CH:8]2[CH2:13][C:12](=[O:14])[NH:11][C:10]([CH3:15])=[C:9]2[C:16]([NH:18][C:19]2[CH:20]=[C:21]3[C:25](=[CH:26][CH:27]=2)[NH:24][N:23]=[C:22]3[CH3:28])=[O:17])=[CH:4][C:3]=1[OH:29]. (4) Given the reactants [Cl:1][C:2]1[C:6]([Cl:7])=[C:5]([CH3:8])[NH:4][C:3]=1[C:9]([NH:11][CH:12]1[CH2:17][CH2:16][N:15](C([O-])=O)[CH2:14][C:13]1=[N:21][O:22][CH3:23])=[O:10].ClC(Cl)C.[C:28]([OH:34])([C:30]([F:33])([F:32])[F:31])=[O:29], predict the reaction product. The product is: [F:31][C:30]([F:33])([F:32])[C:28]([OH:34])=[O:29].[Cl:1][C:2]1[C:6]([Cl:7])=[C:5]([CH3:8])[NH:4][C:3]=1[C:9]([NH:11][CH:12]1[CH2:17][CH2:16][NH:15][CH2:14]/[C:13]/1=[N:21]\[O:22][CH3:23])=[O:10]. (5) Given the reactants [CH3:1][C:2]1[C:10]2[C:9](=[O:11])[N:8]3[CH:12](C(OCC)=O)[CH2:13][CH2:14][CH2:15][C:7]3=[N:6][C:5]=2[S:4][CH:3]=1.[CH2:21]([OH:23])C.[OH-:24].[Na+].Cl, predict the reaction product. The product is: [CH3:1][C:2]1[C:10]2[C:9](=[O:11])[N:8]3[CH2:12][CH2:13][CH2:14][CH2:15][C:7]3=[N:6][C:5]=2[S:4][C:3]=1[C:21]([OH:23])=[O:24]. (6) Given the reactants [CH2:1]([O:8][C:9]1[CH:16]=[C:15]([Br:17])[CH:14]=[C:13]([N+:18]([O-])=O)[C:10]=1[NH:11][CH3:12])[C:2]1[CH:7]=[CH:6][CH:5]=[CH:4][CH:3]=1.[CH2:21](O)C, predict the reaction product. The product is: [CH2:1]([O:8][C:9]1[C:10]2[N:11]([CH3:21])[CH:12]=[N:18][C:13]=2[CH:14]=[C:15]([Br:17])[CH:16]=1)[C:2]1[CH:7]=[CH:6][CH:5]=[CH:4][CH:3]=1. (7) Given the reactants Br[C:2]1[CH:7]=[CH:6][CH:5]=[C:4]([O:8][CH3:9])[C:3]=1[CH3:10].C([Li])CCC.[Br:16][C:17]1[CH:18]=[CH:19][C:20]([F:25])=[C:21]([CH:24]=1)[CH:22]=[O:23].[Cl-].[NH4+], predict the reaction product. The product is: [Br:16][C:17]1[CH:18]=[CH:19][C:20]([F:25])=[C:21]([CH:22]([C:2]2[CH:7]=[CH:6][CH:5]=[C:4]([O:8][CH3:9])[C:3]=2[CH3:10])[OH:23])[CH:24]=1. (8) Given the reactants [C:1]([N:4]1[CH2:9][CH2:8][CH:7]([CH2:10][C:11]2[CH:16]=[CH:15][C:14]([S:17](Cl)(=[O:19])=[O:18])=[CH:13][CH:12]=2)[CH2:6][CH2:5]1)(=[O:3])[CH3:2].S([O-])([O-])=O.[Na+].[Na+].[C:27](=O)(O)[O-].[Na+].ClCC(O)=O.[OH-].[Na+].Cl, predict the reaction product. The product is: [C:1]([N:4]1[CH2:9][CH2:8][CH:7]([CH2:10][C:11]2[CH:16]=[CH:15][C:14]([S:17]([CH3:27])(=[O:19])=[O:18])=[CH:13][CH:12]=2)[CH2:6][CH2:5]1)(=[O:3])[CH3:2].